From a dataset of Catalyst prediction with 721,799 reactions and 888 catalyst types from USPTO. Predict which catalyst facilitates the given reaction. Reactant: [CH2:1]([NH2:8])[C:2]1[CH:7]=[CH:6][CH:5]=[CH:4][CH:3]=1.[C:9]([O:13][C:14]([N:16]1[C@H:21]([CH:22]=O)[C@@H:20]2[CH2:24][C@H:17]1[CH2:18][CH2:19]2)=[O:15])([CH3:12])([CH3:11])[CH3:10].C(O[BH-](OC(=O)C)OC(=O)C)(=O)C.[Na+].O. Product: [C:9]([O:13][C:14]([N:16]1[C@H:21]([CH2:22][NH:8][CH2:1][C:2]2[CH:7]=[CH:6][CH:5]=[CH:4][CH:3]=2)[C@@H:20]2[CH2:24][C@H:17]1[CH2:18][CH2:19]2)=[O:15])([CH3:12])([CH3:10])[CH3:11]. The catalyst class is: 2.